Dataset: Full USPTO retrosynthesis dataset with 1.9M reactions from patents (1976-2016). Task: Predict the reactants needed to synthesize the given product. (1) Given the product [C:1]([N:4]1[C:13]2[C:8](=[CH:9][C:10]([CH:14]3[CH2:15][CH2:16][N:17]([C:20]([O:22][C:23]([CH3:26])([CH3:25])[CH3:24])=[O:21])[CH2:18][CH2:19]3)=[CH:11][CH:12]=2)[C@H:7]([NH:27][C:67]2[CH:74]=[CH:73][C:70]([C:71]#[N:72])=[CH:69][N:68]=2)[C@@H:6]([CH3:28])[C@@H:5]1[CH3:29])(=[O:3])[CH3:2], predict the reactants needed to synthesize it. The reactants are: [C:1]([N:4]1[C:13]2[C:8](=[CH:9][C:10]([CH:14]3[CH2:19][CH2:18][N:17]([C:20]([O:22][C:23]([CH3:26])([CH3:25])[CH3:24])=[O:21])[CH2:16][CH2:15]3)=[CH:11][CH:12]=2)[C@H:7]([NH2:27])[C@@H:6]([CH3:28])[C@@H:5]1[CH3:29])(=[O:3])[CH3:2].C(N1C2C(=CC(C3CCN(C(OC(C)(C)C)=O)CC3)=CC=2)[C@H](NC2C=NC(C)=CN=2)[C@@H](C)[C@@H]1C)(=O)C.F[C:67]1[CH:74]=[CH:73][C:70]([C:71]#[N:72])=[CH:69][N:68]=1.CCN(C(C)C)C(C)C. (2) Given the product [F:101][C:64]([F:63])([F:100])[C:65]1[C:74]([O:75][C@H:76]2[CH2:77][CH2:78][C@@H:79]([C:82]([F:84])([F:85])[F:83])[CH2:80][CH2:81]2)=[CH:73][CH:72]=[C:71]2[C:66]=1[CH:67]=[CH:68][C:69]([CH2:86][N:87]1[CH:92]3[CH2:93][CH2:94][CH2:95][CH:88]1[CH2:89][CH:90]([C:96]([OH:98])=[O:97])[CH2:91]3)=[CH:70]2, predict the reactants needed to synthesize it. The reactants are: Cl.COC(C1CC2NC(CCC2)C1)=O.C(N(CC)CC)C.FC(F)(F)C1C(O[C@H]2CC[C@@H](C(F)(F)F)CC2)=CC=C2C=1C=CC(C=O)=C2.C(O[BH-](OC(=O)C)OC(=O)C)(=O)C.[Na+].[F:63][C:64]([F:101])([F:100])[C:65]1[C:74]([O:75][C@H:76]2[CH2:81][CH2:80][C@@H:79]([C:82]([F:85])([F:84])[F:83])[CH2:78][CH2:77]2)=[CH:73][CH:72]=[C:71]2[C:66]=1[CH:67]=[CH:68][C:69]([CH2:86][N:87]1[CH:92]3[CH2:93][CH2:94][CH2:95][CH:88]1[CH2:89][CH:90]([C:96]([O:98]C)=[O:97])[CH2:91]3)=[CH:70]2.[OH-].[Li+].O.Cl. (3) Given the product [CH3:1][C:2]1[CH:6]=[C:5]([C:7]([OH:9])=[O:8])[N:4]([CH2:12][C:13]([F:15])([F:14])[F:16])[N:3]=1, predict the reactants needed to synthesize it. The reactants are: [CH3:1][C:2]1[CH:6]=[C:5]([C:7]([O:9]CC)=[O:8])[N:4]([CH2:12][C:13]([F:16])([F:15])[F:14])[N:3]=1.[OH-].[Na+].Cl. (4) The reactants are: Cl[C:2]1[C:7]([F:8])=[CH:6][C:5]([O:9][CH2:10][C:11]2[CH:16]=[CH:15][CH:14]=[CH:13][CH:12]=2)=[CH:4][N:3]=1.[C:17]1(B(O)O)[CH:22]=[CH:21][CH:20]=[CH:19][CH:18]=1.[Cl-].[Li+].C(=O)([O-])[O-].[K+].[K+]. Given the product [C:17]1([C:2]2[C:7]([F:8])=[CH:6][C:5]([O:9][CH2:10][C:11]3[CH:16]=[CH:15][CH:14]=[CH:13][CH:12]=3)=[CH:4][N:3]=2)[CH:22]=[CH:21][CH:20]=[CH:19][CH:18]=1, predict the reactants needed to synthesize it. (5) Given the product [CH3:24][O:23][C:21](=[O:22])[CH2:20][CH2:19][C:5]1[CH:4]=[CH:3][C:2]([F:1])=[CH:18][C:6]=1[CH2:7][CH:8]1[CH:9]([C:15](=[O:16])[NH:40][CH:38]([C:35](=[O:55])[NH:34][CH2:25][CH2:26][CH2:27][CH2:28][CH2:29][CH2:30][CH2:31][CH2:32][CH3:33])[CH2:46][OH:45])[CH:10]2[O:14][CH:13]1[CH2:12][CH2:11]2, predict the reactants needed to synthesize it. The reactants are: [F:1][C:2]1[CH:3]=[CH:4][C:5]([CH2:19][CH2:20][C:21]([O:23][CH3:24])=[O:22])=[C:6]([CH:18]=1)[CH2:7][CH:8]1[CH:13]2[O:14][CH:10]([CH2:11][CH2:12]2)[CH:9]1[C:15](O)=[O:16].[CH2:25]([NH:34][C@H:35]([C:38]([NH2:40])=O)CO)[CH2:26][CH2:27][CH2:28][CH2:29][CH2:30][CH2:31][CH2:32][CH3:33].CN1C[CH2:46][O:45]CC1.CN(C([O:55]N1N=NC2C=CC=CC1=2)=[N+](C)C)C.F[P-](F)(F)(F)(F)F. (6) Given the product [Cl:1][CH2:2][CH2:3][O:4][C:5]1[CH:10]=[C:9]([N:33]2[CH2:34][CH2:35][N:30]([CH3:29])[CH2:31][CH2:32]2)[CH:8]=[C:7]([CH2:12][S:13]([C:16]2[C:25]3[C:20](=[CH:21][CH:22]=[CH:23][CH:24]=3)[CH:19]=[CH:18][CH:17]=2)(=[O:15])=[O:14])[C:6]=1[N+:26]([O-:28])=[O:27], predict the reactants needed to synthesize it. The reactants are: [Cl:1][CH2:2][CH2:3][O:4][C:5]1[C:6]([N+:26]([O-:28])=[O:27])=[C:7]([CH2:12][S:13]([C:16]2[C:25]3[C:20](=[CH:21][CH:22]=[CH:23][CH:24]=3)[CH:19]=[CH:18][CH:17]=2)(=[O:15])=[O:14])[CH:8]=[C:9](F)[CH:10]=1.[CH3:29][N:30]1[CH2:35][CH2:34][NH:33][CH2:32][CH2:31]1. (7) Given the product [CH3:36][O:37][C:46]([C:2]1[CH:3]=[CH:4][CH:5]=[C:6]2[C:11]=1[N:10]([CH:12]1[CH2:17][CH2:16][CH2:15][CH:14]([CH2:18][NH:19][C:20](=[O:27])[C:21]3[CH:26]=[CH:25][CH:24]=[CH:23][CH:22]=3)[CH2:13]1)[C:9](=[O:28])[C:8]1=[C:29]([CH3:32])[O:30][N:31]=[C:7]21)=[O:47], predict the reactants needed to synthesize it. The reactants are: I[C:2]1[C:11]2[N:10]([CH:12]3[CH2:17][CH2:16][CH2:15][CH:14]([CH2:18][NH:19][C:20](=[O:27])[C:21]4[CH:26]=[CH:25][CH:24]=[CH:23][CH:22]=4)[CH2:13]3)[C:9](=[O:28])[C:8]3=[C:29]([CH3:32])[O:30][N:31]=[C:7]3[C:6]=2[CH:5]=[CH:4][CH:3]=1.C(#N)C.[CH3:36][OH:37].CCN(CC)CC.C[C:46](C)=[O:47].ClCCl. (8) The reactants are: [C:1]([C:6]1[C:7]2[N:8]([CH:12]=[CH:13][N:14]=2)[CH:9]=[CH:10][CH:11]=1)([O:3][CH2:4][CH3:5])=[O:2].[C:15]([O-])(=[O:17])C.[Na+].C=O.C(=O)([O-])[O-].[K+].[K+]. Given the product [NH3:8].[OH:17][CH2:15][C:12]1[N:8]2[CH:9]=[CH:10][CH:11]=[C:6]([C:1]([O:3][CH2:4][CH3:5])=[O:2])[C:7]2=[N:14][CH:13]=1, predict the reactants needed to synthesize it. (9) Given the product [C:1]([N:4]1[C:12]2[C:7](=[CH:8][CH:9]=[CH:10][CH:11]=2)[C:6]([CH2:13][C:14]([O:16][CH2:17][CH3:18])=[O:15])=[C:5]1[CH2:19][S:24][C:21](=[O:23])[CH3:22])(=[O:3])[CH3:2], predict the reactants needed to synthesize it. The reactants are: [C:1]([N:4]1[C:12]2[C:7](=[CH:8][CH:9]=[CH:10][CH:11]=2)[C:6]([CH2:13][C:14]([O:16][CH2:17][CH3:18])=[O:15])=[C:5]1[CH2:19]Br)(=[O:3])[CH3:2].[C:21](=[S:24])([O-:23])[CH3:22].[K+].